From a dataset of Catalyst prediction with 721,799 reactions and 888 catalyst types from USPTO. Predict which catalyst facilitates the given reaction. (1) Reactant: [Br:1][C:2]1[CH:3]=[C:4]2[C:8](=[CH:9][CH:10]=1)[CH2:7][C@H:6]([C:11](O)=[O:12])[CH2:5]2.CC[N:16]=C=NCCCN(C)C.C1C=CC2N(O)N=NC=2C=1.[CH3:35][O:36][C@H:37]1[C@H:42]([N:43]2[C:47]3[CH:48]=[CH:49][C:50]([CH3:52])=[CH:51][C:46]=3[N:45]=[C:44]2[CH3:53])[CH2:41][CH2:40][NH:39][CH2:38]1. Product: [NH4+:16].[OH-:12].[Br:1][C:2]1[CH:3]=[C:4]2[C:8](=[CH:9][CH:10]=1)[CH2:7][C@H:6]([CH2:11][N:39]1[CH2:40][CH2:41][C@@H:42]([N:43]3[C:47]4[CH:48]=[CH:49][C:50]([CH3:52])=[CH:51][C:46]=4[N:45]=[C:44]3[CH3:53])[C@H:37]([O:36][CH3:35])[CH2:38]1)[CH2:5]2. The catalyst class is: 2. (2) Reactant: [O-:1][N+:2]1[C:7]([CH2:8][OH:9])=[CH:6][C:5]2[O:10][CH2:11][CH2:12][O:13][C:4]=2[CH:3]=1. Product: [O:10]1[C:5]2[CH:6]=[C:7]([CH:8]=[O:9])[N+:2]([O-:1])=[CH:3][C:4]=2[O:13][CH2:12][CH2:11]1. The catalyst class is: 428. (3) Reactant: C(OC([NH:8][C:9]1[CH:14]=[CH:13][C:12]([C:15]2[CH:16]=[N:17][CH:18]=[CH:19][CH:20]=2)=[CH:11][C:10]=1[NH:21][C:22]([C:24]1[CH:32]=[CH:31][C:27]([C:28](O)=[O:29])=[CH:26][CH:25]=1)=[O:23])=O)(C)(C)C.[CH3:33][N:34]1[CH2:39][CH2:38][N:37]([CH2:40][CH2:41][NH2:42])[CH2:36][CH2:35]1.CN(C(ON1N=NC2C=CC=NC1=2)=[N+](C)C)C.F[P-](F)(F)(F)(F)F.CCN(C(C)C)C(C)C. Product: [NH2:8][C:9]1[CH:14]=[CH:13][C:12]([C:15]2[CH:16]=[N:17][CH:18]=[CH:19][CH:20]=2)=[CH:11][C:10]=1[NH:21][C:22](=[O:23])[C:24]1[CH:32]=[CH:31][C:27]([C:28]([NH:42][CH2:41][CH2:40][N:37]2[CH2:38][CH2:39][N:34]([CH3:33])[CH2:35][CH2:36]2)=[O:29])=[CH:26][CH:25]=1. The catalyst class is: 18. (4) Reactant: [F:1][C:2]1[CH:3]=[C:4]([NH2:20])[CH:5]=[CH:6][C:7]=1[O:8][C:9]1[C:10]2[S:17][C:16]([S:18][CH3:19])=[CH:15][C:11]=2[N:12]=[CH:13][N:14]=1.[C:21]1([CH2:27][C:28]([N:30]=[C:31]=[S:32])=[O:29])[CH:26]=[CH:25][CH:24]=[CH:23][CH:22]=1. Product: [F:1][C:2]1[CH:3]=[C:4]([NH:20][C:31]([NH:30][C:28](=[O:29])[CH2:27][C:21]2[CH:22]=[CH:23][CH:24]=[CH:25][CH:26]=2)=[S:32])[CH:5]=[CH:6][C:7]=1[O:8][C:9]1[C:10]2[S:17][C:16]([S:18][CH3:19])=[CH:15][C:11]=2[N:12]=[CH:13][N:14]=1. The catalyst class is: 1. (5) Reactant: [Br:1][C:2]1[CH:3]=[C:4]([C:9](Cl)=[O:10])[C:5]([Cl:8])=[N:6][CH:7]=1.[NH2:12][C:13]1[C:14]([NH:20][CH2:21][CH3:22])=[N:15][C:16]([Cl:19])=[CH:17][CH:18]=1.C([O-])(O)=O.[Na+].O. Product: [Br:1][C:2]1[CH:3]=[C:4]([C:9]([NH:12][C:13]2[C:14]([NH:20][CH2:21][CH3:22])=[N:15][C:16]([Cl:19])=[CH:17][CH:18]=2)=[O:10])[C:5]([Cl:8])=[N:6][CH:7]=1. The catalyst class is: 23.